Dataset: Reaction yield outcomes from USPTO patents with 853,638 reactions. Task: Predict the reaction yield, written as a fraction of the theoretical maximum amount of product (1.0 means a 100% yield; for example, 0.34 means a 34% yield). (1) The reactants are [C:1]([NH:4][C:5]1[CH:10]=[CH:9][CH:8]=[CH:7][CH:6]=1)(=[O:3])[CH3:2].I[C:12]1[CH:17]=[CH:16][C:15]([C:18]2[CH:23]=[CH:22][C:21]([I:24])=[CH:20][CH:19]=2)=[CH:14][CH:13]=1.C(=O)([O-])[O-].[K+].[K+].CCCCCCCCCCCC. The catalyst is [Cu]. The product is [I:24][C:21]1[CH:22]=[CH:23][C:18]([C:15]2[CH:16]=[CH:17][CH:12]=[CH:13][C:14]=2[N:4]([C:1](=[O:3])[CH3:2])[C:5]2[CH:10]=[CH:9][CH:8]=[CH:7][CH:6]=2)=[CH:19][CH:20]=1. The yield is 0.648. (2) The reactants are [OH:1][CH:2]([C:37]1[CH:42]=[CH:41][C:40]([O:43][CH3:44])=[CH:39][CH:38]=1)[C@H:3]1[CH2:8][CH2:7][C@H:6]([N:9]2[C:14](=[O:15])[C:13]([CH2:16][C:17]3[CH:22]=[CH:21][C:20]([C:23]4[C:24]([C:29]#[N:30])=[CH:25][CH:26]=[CH:27][CH:28]=4)=[CH:19][CH:18]=3)=[C:12]([CH2:31][CH2:32][CH3:33])[N:11]3[N:34]=[CH:35][N:36]=[C:10]23)[CH2:5][CH2:4]1.C(N(CC)CC)C.Cl. The catalyst is CS(C)=O. The product is [CH3:44][O:43][C:40]1[CH:39]=[CH:38][C:37]([C:2]([C@H:3]2[CH2:4][CH2:5][C@H:6]([N:9]3[C:14](=[O:15])[C:13]([CH2:16][C:17]4[CH:22]=[CH:21][C:20]([C:23]5[C:24]([C:29]#[N:30])=[CH:25][CH:26]=[CH:27][CH:28]=5)=[CH:19][CH:18]=4)=[C:12]([CH2:31][CH2:32][CH3:33])[N:11]4[N:34]=[CH:35][N:36]=[C:10]34)[CH2:7][CH2:8]2)=[O:1])=[CH:42][CH:41]=1. The yield is 0.770. (3) The reactants are [F:1][C:2]1[CH:10]=[CH:9][C:8]([F:11])=[CH:7][C:3]=1[C:4]([OH:6])=O.C(Cl)(=O)C(Cl)=O.[NH2:18][C:19](=[N:25]O)[C:20]([O:22][CH2:23][CH3:24])=[O:21].C(N(CC)C(C)C)(C)C. The catalyst is ClCCl.N1C=CC=CC=1.CN(C=O)C. The product is [F:1][C:2]1[CH:10]=[CH:9][C:8]([F:11])=[CH:7][C:3]=1[C:4]1[O:6][N:25]=[C:19]([C:20]([O:22][CH2:23][CH3:24])=[O:21])[N:18]=1. The yield is 0.360.